The task is: Regression. Given a peptide amino acid sequence and an MHC pseudo amino acid sequence, predict their binding affinity value. This is MHC class II binding data.. This data is from Peptide-MHC class II binding affinity with 134,281 pairs from IEDB. (1) The peptide sequence is RERLVLTLGAAMVEI. The MHC is DRB3_0101 with pseudo-sequence DRB3_0101. The binding affinity (normalized) is 0.165. (2) The peptide sequence is SSPDNVKPLYIITPT. The MHC is DRB1_0101 with pseudo-sequence DRB1_0101. The binding affinity (normalized) is 0.224. (3) The peptide sequence is LTYQNKVVKVQRPTPKG. The MHC is DRB1_0405 with pseudo-sequence DRB1_0405. The binding affinity (normalized) is 0.394. (4) The peptide sequence is VLKSLTRIMDFIIYR. The MHC is DRB1_1501 with pseudo-sequence DRB1_1501. The binding affinity (normalized) is 1.00. (5) The peptide sequence is PSFAGLRPTFDTRLM. The MHC is HLA-DPA10301-DPB10402 with pseudo-sequence HLA-DPA10301-DPB10402. The binding affinity (normalized) is 0.0521. (6) The peptide sequence is VLNRKTFEREYPTIK. The MHC is HLA-DQA10201-DQB10301 with pseudo-sequence HLA-DQA10201-DQB10301. The binding affinity (normalized) is 0. (7) The peptide sequence is YDKFLANVSAVLTGK. The MHC is DRB1_0405 with pseudo-sequence DRB1_0405. The binding affinity (normalized) is 0.543.